From a dataset of Full USPTO retrosynthesis dataset with 1.9M reactions from patents (1976-2016). Predict the reactants needed to synthesize the given product. (1) Given the product [CH3:42][N:43]([CH3:48])[C:44](=[O:47])[CH2:45][NH:46][C:2]([NH:13][C:14]1[CH:23]=[CH:22][C:21]([C:24]([C:26]2[N:34]3[C:29]([CH:30]=[CH:31][CH:32]=[CH:33]3)=[C:28]([O:35][CH3:36])[C:27]=2[CH3:37])=[O:25])=[CH:20][C:15]=1[C:16]([O:18][CH3:19])=[O:17])=[O:4], predict the reactants needed to synthesize it. The reactants are: Cl[C:2](Cl)([O:4]C(=O)OC(Cl)(Cl)Cl)Cl.[NH2:13][C:14]1[CH:23]=[CH:22][C:21]([C:24]([C:26]2[N:34]3[C:29]([CH:30]=[CH:31][CH:32]=[CH:33]3)=[C:28]([O:35][CH3:36])[C:27]=2[CH3:37])=[O:25])=[CH:20][C:15]=1[C:16]([O:18][CH3:19])=[O:17].C(O)(=O)C.[CH3:42][N:43]([CH3:48])[C:44](=[O:47])[CH2:45][NH2:46].C(N(CC)CC)C. (2) Given the product [OH:11][C:10]12[C:4]3[C:5](=[CH:6][CH:1]=[CH:2][CH:3]=3)[C:7](=[O:8])[C:9]1([OH:12])[C:27]1[CH:28]=[C:23]([CH2:22][CH2:21][CH2:20][CH2:19][CH2:18][CH2:17][CH2:16][CH2:15][CH3:14])[CH:24]=[CH:25][C:26]=1[O:29]2, predict the reactants needed to synthesize it. The reactants are: [CH:1]1[CH:6]=[C:5]2[C:7]([C:9](O)([OH:12])[C:10](=[O:11])[C:4]2=[CH:3][CH:2]=1)=[O:8].[CH3:14][CH2:15][CH2:16][CH2:17][CH2:18][CH2:19][CH2:20][CH2:21][CH2:22][C:23]1[CH:24]=[CH:25][C:26]([OH:29])=[CH:27][CH:28]=1. (3) Given the product [Br:25][C:23]1[CH:24]=[C:20]([C:2]2[CH:7]=[C:6]([C:8]3[CH:13]=[CH:12][C:11]([C:14]([F:17])([F:16])[F:15])=[CH:10][CH:9]=3)[CH:5]=[C:4]([CH3:18])[N:3]=2)[S:21][CH:22]=1, predict the reactants needed to synthesize it. The reactants are: I[C:2]1[CH:7]=[C:6]([C:8]2[CH:13]=[CH:12][C:11]([C:14]([F:17])([F:16])[F:15])=[CH:10][CH:9]=2)[CH:5]=[C:4]([CH3:18])[N:3]=1.Br[C:20]1[S:21][CH:22]=[C:23]([Br:25])[CH:24]=1. (4) Given the product [N:16]1([C:2]2[CH:3]=[C:4]([CH:10]=[C:11]([N+:13]([O-:15])=[O:14])[CH:12]=2)[C:5]([O:7][CH2:8][CH3:9])=[O:6])[CH2:21][CH2:20][O:19][CH2:18][CH2:17]1, predict the reactants needed to synthesize it. The reactants are: F[C:2]1[CH:3]=[C:4]([CH:10]=[C:11]([N+:13]([O-:15])=[O:14])[CH:12]=1)[C:5]([O:7][CH2:8][CH3:9])=[O:6].[NH:16]1[CH2:21][CH2:20][O:19][CH2:18][CH2:17]1. (5) Given the product [OH:32][C@@H:28]([CH:29]([CH3:31])[CH3:30])[C:27]([NH:26][C@@H:24]([CH3:25])[C:23]([N:19]1[CH2:20][CH2:21][CH2:22][C@@H:17]([C:15]([NH:14][C@@H:12]([C:8]2[CH:7]=[CH:6][C:5]3[C:10](=[CH:11][C:2](/[CH:36]=[CH:35]/[C:37]4([C:43]([OH:45])=[O:44])[CH2:42][CH2:41][CH2:40][O:39][CH2:38]4)=[CH:3][CH:4]=3)[N:9]=2)[CH3:13])=[O:16])[NH:18]1)=[O:34])=[O:33], predict the reactants needed to synthesize it. The reactants are: Br[C:2]1[CH:11]=[C:10]2[C:5]([CH:6]=[CH:7][C:8]([C@H:12]([NH:14][C:15]([C@@H:17]3[CH2:22][CH2:21][CH2:20][N:19]([C:23](=[O:34])[C@@H:24]([NH:26][C:27](=[O:33])[C@@H:28]([OH:32])[CH:29]([CH3:31])[CH3:30])[CH3:25])[NH:18]3)=[O:16])[CH3:13])=[N:9]2)=[CH:4][CH:3]=1.[CH:35]([C:37]1([C:43]([OH:45])=[O:44])[CH2:42][CH2:41][CH2:40][O:39][CH2:38]1)=[CH2:36].C1(C)C=CC=CC=1P(C1C=CC=CC=1C)C1C=CC=CC=1C.C(N(CC)CC)C. (6) Given the product [CH2:29]([O:21][C@@H:8]([C@@H:9]([O:11][CH2:12][C:13]1[CH:18]=[CH:17][C:16]([O:19][CH3:20])=[CH:15][CH:14]=1)[CH3:10])[C@H:7]([CH:22]=[CH2:23])[CH2:6][C:5]1[CH:24]=[CH:25][C:26]([F:28])=[CH:27][C:4]=1[F:3])[C:30]1[CH:35]=[CH:34][CH:33]=[CH:32][CH:31]=1, predict the reactants needed to synthesize it. The reactants are: [H-].[Na+].[F:3][C:4]1[CH:27]=[C:26]([F:28])[CH:25]=[CH:24][C:5]=1[CH2:6][C@@H:7]([CH:22]=[CH2:23])[C@@H:8]([OH:21])[C@@H:9]([O:11][CH2:12][C:13]1[CH:18]=[CH:17][C:16]([O:19][CH3:20])=[CH:15][CH:14]=1)[CH3:10].[CH2:29](Br)[C:30]1[CH:35]=[CH:34][CH:33]=[CH:32][CH:31]=1. (7) Given the product [CH2:1]([O:8][C:9]([C@H:11]1[CH2:14][C@@H:13]([N:18]([CH2:19][CH3:20])[CH2:16][CH3:17])[CH2:12]1)=[O:10])[C:2]1[CH:7]=[CH:6][CH:5]=[CH:4][CH:3]=1, predict the reactants needed to synthesize it. The reactants are: [CH2:1]([O:8][C:9]([CH:11]1[CH2:14][C:13](=O)[CH2:12]1)=[O:10])[C:2]1[CH:7]=[CH:6][CH:5]=[CH:4][CH:3]=1.[CH2:16]([NH:18][CH2:19][CH3:20])[CH3:17].C(O[BH-](OC(=O)C)OC(=O)C)(=O)C.[Na+].[Cl-].[NH4+]. (8) Given the product [O:14]1[C:18]2[CH:19]=[CH:20][C:21]([C:23]3([C:26]([NH:11][C:10]4[CH:12]=[CH:13][C:7]([C:5]5[N:6]=[C:2]([CH3:1])[S:3][CH:4]=5)=[CH:8][CH:9]=4)=[O:27])[CH2:24][CH2:25]3)=[CH:22][C:17]=2[O:16][CH2:15]1, predict the reactants needed to synthesize it. The reactants are: [CH3:1][C:2]1[S:3][CH:4]=[C:5]([C:7]2[CH:13]=[CH:12][C:10]([NH2:11])=[CH:9][CH:8]=2)[N:6]=1.[O:14]1[C:18]2[CH:19]=[CH:20][C:21]([C:23]3([C:26](O)=[O:27])[CH2:25][CH2:24]3)=[CH:22][C:17]=2[O:16][CH2:15]1.C(N(CC)CC)C.F[P-](F)(F)(F)(F)F.N1(OC(N(C)C)=[N+](C)C)C2N=CC=CC=2N=N1. (9) Given the product [O:1]=[C:2]1[CH2:6][CH2:5][CH2:4][N:3]1[C:7]1[S:11][C:10]([C:12]([OH:14])=[O:13])=[CH:9][CH:8]=1, predict the reactants needed to synthesize it. The reactants are: [O:1]=[C:2]1[CH2:6][CH2:5][CH2:4][N:3]1[C:7]1[S:11][C:10]([C:12]([O:14]C)=[O:13])=[CH:9][CH:8]=1.[OH-].[Na+].